Dataset: Peptide-MHC class I binding affinity with 185,985 pairs from IEDB/IMGT. Task: Regression. Given a peptide amino acid sequence and an MHC pseudo amino acid sequence, predict their binding affinity value. This is MHC class I binding data. (1) The peptide sequence is NLYISDYKM. The MHC is HLA-A02:02 with pseudo-sequence HLA-A02:02. The binding affinity (normalized) is 0.267. (2) The peptide sequence is MQYMTIQQK. The MHC is HLA-A31:01 with pseudo-sequence HLA-A31:01. The binding affinity (normalized) is 0.459. (3) The peptide sequence is SLVSKHWEL. The MHC is HLA-A68:02 with pseudo-sequence HLA-A68:02. The binding affinity (normalized) is 0.451. (4) The peptide sequence is SELYKYKV. The MHC is H-2-Kk with pseudo-sequence H-2-Kk. The binding affinity (normalized) is 0.275. (5) The peptide sequence is DHQAAFQYI. The MHC is Patr-A0101 with pseudo-sequence Patr-A0101. The binding affinity (normalized) is 0. (6) The peptide sequence is YYLIKYLHV. The MHC is HLA-B27:03 with pseudo-sequence HLA-B27:03. The binding affinity (normalized) is 0.0847. (7) The peptide sequence is TATPAWDAL. The MHC is HLA-B57:01 with pseudo-sequence HLA-B57:01. The binding affinity (normalized) is 0.0847. (8) The peptide sequence is LLMPILTLTR. The MHC is HLA-A03:01 with pseudo-sequence HLA-A03:01. The binding affinity (normalized) is 0.413.